This data is from NCI-60 drug combinations with 297,098 pairs across 59 cell lines. The task is: Regression. Given two drug SMILES strings and cell line genomic features, predict the synergy score measuring deviation from expected non-interaction effect. (1) Drug 1: CC1=C2C(C(=O)C3(C(CC4C(C3C(C(C2(C)C)(CC1OC(=O)C(C(C5=CC=CC=C5)NC(=O)C6=CC=CC=C6)O)O)OC(=O)C7=CC=CC=C7)(CO4)OC(=O)C)O)C)OC(=O)C. Drug 2: CCC1=C2N=C(C=C(N2N=C1)NCC3=C[N+](=CC=C3)[O-])N4CCCCC4CCO. Cell line: T-47D. Synergy scores: CSS=37.6, Synergy_ZIP=-3.90, Synergy_Bliss=-5.22, Synergy_Loewe=-1.59, Synergy_HSA=1.01. (2) Drug 1: CC1=C(C=C(C=C1)NC2=NC=CC(=N2)N(C)C3=CC4=NN(C(=C4C=C3)C)C)S(=O)(=O)N.Cl. Drug 2: CCCCCOC(=O)NC1=NC(=O)N(C=C1F)C2C(C(C(O2)C)O)O. Cell line: BT-549. Synergy scores: CSS=1.12, Synergy_ZIP=1.99, Synergy_Bliss=3.60, Synergy_Loewe=0.429, Synergy_HSA=0.810. (3) Drug 1: C1=CC(=C2C(=C1NCCNCCO)C(=O)C3=C(C=CC(=C3C2=O)O)O)NCCNCCO. Drug 2: C1=CC(=CC=C1CC(C(=O)O)N)N(CCCl)CCCl.Cl. Cell line: RXF 393. Synergy scores: CSS=31.1, Synergy_ZIP=1.86, Synergy_Bliss=5.38, Synergy_Loewe=-2.80, Synergy_HSA=7.49. (4) Cell line: SF-539. Drug 2: C1C(C(OC1N2C=NC(=NC2=O)N)CO)O. Drug 1: CCCS(=O)(=O)NC1=C(C(=C(C=C1)F)C(=O)C2=CNC3=C2C=C(C=N3)C4=CC=C(C=C4)Cl)F. Synergy scores: CSS=11.0, Synergy_ZIP=-3.35, Synergy_Bliss=-2.48, Synergy_Loewe=-8.20, Synergy_HSA=-4.10. (5) Drug 1: C1CC(=O)NC(=O)C1N2C(=O)C3=CC=CC=C3C2=O. Drug 2: CC1=C(C(=O)C2=C(C1=O)N3CC4C(C3(C2COC(=O)N)OC)N4)N. Cell line: NCI-H226. Synergy scores: CSS=19.3, Synergy_ZIP=-4.97, Synergy_Bliss=1.62, Synergy_Loewe=-10.5, Synergy_HSA=2.70. (6) Drug 1: CCC1=C2CN3C(=CC4=C(C3=O)COC(=O)C4(CC)O)C2=NC5=C1C=C(C=C5)O. Drug 2: C1C(C(OC1N2C=NC3=C2NC=NCC3O)CO)O. Cell line: OVCAR-4. Synergy scores: CSS=7.69, Synergy_ZIP=-2.36, Synergy_Bliss=0.844, Synergy_Loewe=-5.28, Synergy_HSA=0.933. (7) Drug 1: CCCS(=O)(=O)NC1=C(C(=C(C=C1)F)C(=O)C2=CNC3=C2C=C(C=N3)C4=CC=C(C=C4)Cl)F. Drug 2: CC1=C2C(C(=O)C3(C(CC4C(C3C(C(C2(C)C)(CC1OC(=O)C(C(C5=CC=CC=C5)NC(=O)OC(C)(C)C)O)O)OC(=O)C6=CC=CC=C6)(CO4)OC(=O)C)OC)C)OC. Cell line: SK-MEL-5. Synergy scores: CSS=64.8, Synergy_ZIP=10.2, Synergy_Bliss=10.2, Synergy_Loewe=12.2, Synergy_HSA=15.9. (8) Drug 1: CCC1(CC2CC(C3=C(CCN(C2)C1)C4=CC=CC=C4N3)(C5=C(C=C6C(=C5)C78CCN9C7C(C=CC9)(C(C(C8N6C)(C(=O)OC)O)OC(=O)C)CC)OC)C(=O)OC)O.OS(=O)(=O)O. Drug 2: C(CCl)NC(=O)N(CCCl)N=O. Cell line: KM12. Synergy scores: CSS=-3.20, Synergy_ZIP=-0.293, Synergy_Bliss=0.858, Synergy_Loewe=-7.19, Synergy_HSA=-6.98. (9) Drug 1: C1=CC=C(C=C1)NC(=O)CCCCCCC(=O)NO. Drug 2: CC1=C(N=C(N=C1N)C(CC(=O)N)NCC(C(=O)N)N)C(=O)NC(C(C2=CN=CN2)OC3C(C(C(C(O3)CO)O)O)OC4C(C(C(C(O4)CO)O)OC(=O)N)O)C(=O)NC(C)C(C(C)C(=O)NC(C(C)O)C(=O)NCCC5=NC(=CS5)C6=NC(=CS6)C(=O)NCCC[S+](C)C)O. Cell line: OVCAR3. Synergy scores: CSS=27.9, Synergy_ZIP=-4.75, Synergy_Bliss=1.47, Synergy_Loewe=0.350, Synergy_HSA=2.73. (10) Drug 1: CC12CCC(CC1=CCC3C2CCC4(C3CC=C4C5=CN=CC=C5)C)O. Drug 2: C1=CC(=CC=C1CCC2=CNC3=C2C(=O)NC(=N3)N)C(=O)NC(CCC(=O)O)C(=O)O. Cell line: MOLT-4. Synergy scores: CSS=71.0, Synergy_ZIP=6.24, Synergy_Bliss=5.26, Synergy_Loewe=-19.3, Synergy_HSA=4.86.